This data is from TCR-epitope binding with 47,182 pairs between 192 epitopes and 23,139 TCRs. The task is: Binary Classification. Given a T-cell receptor sequence (or CDR3 region) and an epitope sequence, predict whether binding occurs between them. The epitope is VTIAEILLI. The TCR CDR3 sequence is CASSQDGWASRGGTDTQYF. Result: 1 (the TCR binds to the epitope).